The task is: Predict the reactants needed to synthesize the given product.. This data is from Full USPTO retrosynthesis dataset with 1.9M reactions from patents (1976-2016). (1) Given the product [CH3:1][O:2][C:3](=[O:10])[C@@H:4]1[CH:8]([N:58]=[N+:59]=[N-:60])[CH2:7][CH2:6][NH:5]1, predict the reactants needed to synthesize it. The reactants are: [CH3:1][O:2][C:3](=[O:10])[C@@H:4]1[C@H:8](O)[CH2:7][CH2:6][NH:5]1.CC(OC(/N=N/C(OC(C)C)=O)=O)C.C1(P(C2C=CC=CC=2)C2C=CC=CC=2)C=CC=CC=1.C1(P([N:58]=[N+:59]=[N-:60])(C2C=CC=CC=2)=O)C=CC=CC=1. (2) Given the product [NH2:1][C@H:4]1[C:7](=[O:8])[N:6]([Si:9]([C:12]([CH3:14])([CH3:15])[CH3:13])([CH3:10])[CH3:11])[C@@H:5]1[C:16]([O:18][CH3:19])=[O:17], predict the reactants needed to synthesize it. The reactants are: [N:1]([C@H:4]1[C:7](=[O:8])[N:6]([Si:9]([C:12]([CH3:15])([CH3:14])[CH3:13])([CH3:11])[CH3:10])[C@@H:5]1[C:16]([O:18][CH3:19])=[O:17])=[N+]=[N-].CO. (3) Given the product [CH3:23][C:24]1[CH:25]=[C:26]([C:2]2[CH:3]=[CH:4][C:5]3[N:11]4[CH2:12][C@H:8]([CH2:9][CH2:10]4)[N:7]([C:13]([NH:15][C:16]4[CH:21]=[N:20][CH:19]=[CH:18][N:17]=4)=[O:14])[C:6]=3[N:22]=2)[CH:27]=[N:28][CH:29]=1, predict the reactants needed to synthesize it. The reactants are: Cl[C:2]1[CH:3]=[CH:4][C:5]2[N:11]3[CH2:12][C@H:8]([CH2:9][CH2:10]3)[N:7]([C:13]([NH:15][C:16]3[CH:21]=[N:20][CH:19]=[CH:18][N:17]=3)=[O:14])[C:6]=2[N:22]=1.[CH3:23][C:24]1[CH:25]=[C:26](B(O)O)[CH:27]=[N:28][CH:29]=1.[O-]P([O-])([O-])=O.[K+].[K+].[K+].CC(C1C=C(C(C)C)C(C2C=CC=CC=2P(C2CCCCC2)C2CCCCC2)=C(C(C)C)C=1)C. (4) Given the product [S:23]([C@@H:2]1[CH2:6][CH2:5][N:4]([C:7]([O:9][CH2:10][C:11]2[CH:16]=[CH:15][CH:14]=[CH:13][CH:12]=2)=[O:8])[CH2:3]1)([C:20]1[CH:21]=[CH:22][C:17]([CH3:27])=[CH:18][CH:19]=1)(=[O:25])=[O:24], predict the reactants needed to synthesize it. The reactants are: O[C@@H:2]1[CH2:6][CH2:5][N:4]([C:7]([O:9][CH2:10][C:11]2[CH:16]=[CH:15][CH:14]=[CH:13][CH:12]=2)=[O:8])[CH2:3]1.[C:17]1([CH3:27])[CH:22]=[CH:21][C:20]([S:23](Cl)(=[O:25])=[O:24])=[CH:19][CH:18]=1.C(N(CC)CC)C.